Dataset: Catalyst prediction with 721,799 reactions and 888 catalyst types from USPTO. Task: Predict which catalyst facilitates the given reaction. (1) The catalyst class is: 1. Product: [F:22][C:19]([F:20])([F:21])[CH2:18][CH2:17][CH:16]([C:23]1[CH:24]=[N:25][C:26]([C:29]2[CH:30]=[CH:31][C:32]([C:35]([F:36])([F:37])[F:38])=[CH:33][CH:34]=2)=[CH:27][CH:28]=1)/[CH:15]=[CH:14]\[C:11]1[CH:10]=[CH:9][C:8]([C:7]([NH:6][CH2:5][CH2:4][C:3]([OH:40])=[O:2])=[O:39])=[CH:13][CH:12]=1. Reactant: C[O:2][C:3](=[O:40])[CH2:4][CH2:5][NH:6][C:7](=[O:39])[C:8]1[CH:13]=[CH:12][C:11](/[CH:14]=[CH:15]\[CH:16]([C:23]2[CH:24]=[N:25][C:26]([C:29]3[CH:34]=[CH:33][C:32]([C:35]([F:38])([F:37])[F:36])=[CH:31][CH:30]=3)=[CH:27][CH:28]=2)[CH2:17][CH2:18][C:19]([F:22])([F:21])[F:20])=[CH:10][CH:9]=1.[OH-].[Na+].Cl. (2) Reactant: [CH2:1](I)[CH3:2].[F:4][C:5]1[CH:6]=[C:7]([CH:17]=[CH:18][CH:19]=1)[CH2:8][CH:9]1[CH2:15][CH:14]2[NH:16][CH:11]([CH2:12][CH2:13]2)[CH2:10]1.C(=O)([O-])[O-].[K+].[K+]. Product: [CH2:1]([N:16]1[CH:11]2[CH2:12][CH2:13][CH:14]1[CH2:15][CH:9]([CH2:8][C:7]1[CH:17]=[CH:18][CH:19]=[C:5]([F:4])[CH:6]=1)[CH2:10]2)[CH3:2]. The catalyst class is: 3. (3) Reactant: [Br:1][C:2]1[CH:11]=[CH:10]C(C(OC)=O)=[CH:4][C:3]=1[CH3:12].[C:13]([O:16][C:17]([CH3:20])([CH3:19])[CH3:18])(=[O:15])[CH3:14].CC(C)([O-])C.[K+]. Product: [Br:1][C:2]1[CH:11]=[CH:10][C:14]([C:13]([O:16][C:17]([CH3:20])([CH3:19])[CH3:18])=[O:15])=[CH:4][C:3]=1[CH3:12]. The catalyst class is: 56.